From a dataset of Catalyst prediction with 721,799 reactions and 888 catalyst types from USPTO. Predict which catalyst facilitates the given reaction. (1) Reactant: [CH2:1]([O:3][C:4]([C:6]1[O:7][C:8]2[CH:15]=[CH:14][CH:13]=[C:12]([OH:16])[C:9]=2[C:10]=1[CH3:11])=[O:5])[CH3:2].C(=O)([O-])[O-].[K+].[K+].Br[CH2:24][CH:25]1[CH2:27][CH2:26]1. Product: [CH2:1]([O:3][C:4]([C:6]1[O:7][C:8]2[CH:15]=[CH:14][CH:13]=[C:12]([O:16][CH2:24][CH:25]3[CH2:27][CH2:26]3)[C:9]=2[C:10]=1[CH3:11])=[O:5])[CH3:2]. The catalyst class is: 3. (2) Reactant: [Br:1][C:2]1[CH:7]=[CH:6][C:5]([S:8][CH:9]([C:17]2[CH:25]=[CH:24][C:20]([C:21](O)=[O:22])=[CH:19][CH:18]=2)[CH2:10][CH:11]([CH3:16])[CH2:12][CH2:13][CH2:14][CH3:15])=[CH:4][CH:3]=1.C(N(CC)CC)C.[CH3:33][O:34][C:35](=[O:39])[CH2:36][CH2:37][NH2:38].CCN=C=NCCCN(C)C. Product: [CH3:33][O:34][C:35](=[O:39])[CH2:36][CH2:37][NH:38][C:21](=[O:22])[C:20]1[CH:19]=[CH:18][C:17]([CH:9]([S:8][C:5]2[CH:4]=[CH:3][C:2]([Br:1])=[CH:7][CH:6]=2)[CH2:10][CH:11]([CH3:16])[CH2:12][CH2:13][CH2:14][CH3:15])=[CH:25][CH:24]=1. The catalyst class is: 64. (3) Reactant: [C:1]([C:3]1[C:12]2[C:7](=[CH:8][CH:9]=[C:10]([O:13][C:14]3[CH:19]=[CH:18][CH:17]=[CH:16][CH:15]=3)[CH:11]=2)[C:6]([OH:20])=[C:5]([C:21]([NH:23][C@H:24]([CH2:31][C:32]2[CH:37]=[CH:36][CH:35]=[CH:34][CH:33]=2)[C@H:25]([OH:30])[C:26]([O:28]C)=[O:27])=[O:22])[N:4]=1)#[N:2].O.CCOC(C)=O.Cl. The catalyst class is: 273. Product: [C:1]([C:3]1[C:12]2[C:7](=[CH:8][CH:9]=[C:10]([O:13][C:14]3[CH:15]=[CH:16][CH:17]=[CH:18][CH:19]=3)[CH:11]=2)[C:6]([OH:20])=[C:5]([C:21]([NH:23][C@H:24]([CH2:31][C:32]2[CH:37]=[CH:36][CH:35]=[CH:34][CH:33]=2)[C@H:25]([OH:30])[C:26]([OH:28])=[O:27])=[O:22])[N:4]=1)#[N:2]. (4) Reactant: S(Cl)(Cl)=O.CO.[NH2:7][C:8]1[CH:16]=[CH:15][C:11]([C:12]([OH:14])=[O:13])=[CH:10][C:9]=1[C:17]([F:20])([F:19])[F:18].[C:21](=O)(O)[O-].[Na+]. Product: [NH2:7][C:8]1[CH:16]=[CH:15][C:11]([C:12]([O:14][CH3:21])=[O:13])=[CH:10][C:9]=1[C:17]([F:18])([F:19])[F:20]. The catalyst class is: 6. (5) Reactant: [CH3:1][O:2][C:3](=[O:35])[CH:4]([NH:13][C:14](=[O:34])[C@H:15]([NH:23][C:24](=[O:33])[CH2:25][CH2:26][C:27]1[CH:32]=[CH:31][CH:30]=[CH:29][CH:28]=1)[CH2:16][C:17]1[CH:22]=[CH:21][CH:20]=[CH:19][CH:18]=1)[CH2:5][CH2:6][CH2:7][C:8]1[NH:9][CH:10]=[N:11][CH:12]=1.[C:36]1([C:42](Cl)([C:49]2[CH:54]=[CH:53][CH:52]=[CH:51][CH:50]=2)[C:43]2[CH:48]=[CH:47][CH:46]=[CH:45][CH:44]=2)[CH:41]=[CH:40][CH:39]=[CH:38][CH:37]=1.C(N(CC)CC)C. Product: [CH3:1][O:2][C:3](=[O:35])[CH:4]([NH:13][C:14](=[O:34])[C@H:15]([NH:23][C:24](=[O:33])[CH2:25][CH2:26][C:27]1[CH:32]=[CH:31][CH:30]=[CH:29][CH:28]=1)[CH2:16][C:17]1[CH:18]=[CH:19][CH:20]=[CH:21][CH:22]=1)[CH2:5][CH2:6][CH2:7][C:8]1[N:9]=[CH:10][N:11]([C:42]([C:36]2[CH:41]=[CH:40][CH:39]=[CH:38][CH:37]=2)([C:49]2[CH:50]=[CH:51][CH:52]=[CH:53][CH:54]=2)[C:43]2[CH:44]=[CH:45][CH:46]=[CH:47][CH:48]=2)[CH:12]=1. The catalyst class is: 7. (6) The catalyst class is: 51. Product: [CH3:12][C:9]1[N:8]=[CH:7][C:6]([CH2:5][C:4]([NH:15][NH2:16])=[O:3])=[CH:11][CH:10]=1. Reactant: C([O:3][C:4](=O)[CH2:5][C:6]1[CH:7]=[N:8][C:9]([CH3:12])=[CH:10][CH:11]=1)C.O.[NH2:15][NH2:16]. (7) Product: [CH3:31][C@@H:17]1[N:16]([C:14]([CH:11]2[CH2:10][CH2:9][NH:8][CH2:13][CH2:12]2)=[O:15])[CH2:22][C:21]2[CH:23]=[CH:24][C:25]([C:27]([O:29][CH3:30])=[O:28])=[CH:26][C:20]=2[O:19][CH2:18]1. Reactant: C(OC([N:8]1[CH2:13][CH2:12][CH:11]([C:14]([N:16]2[CH2:22][C:21]3[CH:23]=[CH:24][C:25]([C:27]([O:29][CH3:30])=[O:28])=[CH:26][C:20]=3[O:19][CH2:18][C@@H:17]2[CH3:31])=[O:15])[CH2:10][CH2:9]1)=O)(C)(C)C.C(O)(C(F)(F)F)=O. The catalyst class is: 2. (8) Reactant: Br[C:2]1[C:3]([Cl:9])=[N:4][C:5]([Cl:8])=[N:6][CH:7]=1.C([Mg]Cl)(C)C.[F:15][C:16]1[CH:17]=[C:18]([CH:25]=[O:26])[C:19]2[O:23][CH:22]=[CH:21][C:20]=2[CH:24]=1. Product: [Cl:8][C:5]1[N:4]=[C:3]([Cl:9])[C:2]([CH:25]([C:18]2[C:19]3[O:23][CH:22]=[CH:21][C:20]=3[CH:24]=[C:16]([F:15])[CH:17]=2)[OH:26])=[CH:7][N:6]=1. The catalyst class is: 7. (9) Reactant: [Br:1][C:2]1[C:3]([N:8]2[C:12](=[O:13])[CH2:11][CH:10]([C:14](O)=[O:15])[CH2:9]2)=[N:4][N:5]([CH3:7])[CH:6]=1.B.C1COCC1. Product: [Br:1][C:2]1[C:3]([N:8]2[CH2:9][CH:10]([CH2:14][OH:15])[CH2:11][C:12]2=[O:13])=[N:4][N:5]([CH3:7])[CH:6]=1. The catalyst class is: 56. (10) Reactant: [CH2:1]([NH:8][CH2:9][C:10]([NH:12][C:13]1[CH:18]=[CH:17][C:16]([O:19][CH2:20][C:21]2[CH:26]=[CH:25][CH:24]=[CH:23][CH:22]=2)=[CH:15][CH:14]=1)=[O:11])[C:2]1[CH:7]=[CH:6][CH:5]=[CH:4][CH:3]=1.S([O-])([O-])(=O)=O.[Mg+2].ClCCl.[CH2:36]1[O:38][C@@H:37]1[CH2:39][Cl:40]. Product: [CH2:1]([N:8]([CH2:36][C@H:37]([OH:38])[CH2:39][Cl:40])[CH2:9][C:10]([NH:12][C:13]1[CH:14]=[CH:15][C:16]([O:19][CH2:20][C:21]2[CH:26]=[CH:25][CH:24]=[CH:23][CH:22]=2)=[CH:17][CH:18]=1)=[O:11])[C:2]1[CH:3]=[CH:4][CH:5]=[CH:6][CH:7]=1. The catalyst class is: 5.